From a dataset of Experimentally validated miRNA-target interactions with 360,000+ pairs, plus equal number of negative samples. Binary Classification. Given a miRNA mature sequence and a target amino acid sequence, predict their likelihood of interaction. (1) The miRNA is hsa-miR-3179 with sequence AGAAGGGGUGAAAUUUAAACGU. The protein sequence of the target gene is MARLADYFIVVGYDHEKPGSGEGLGKIIQRFPQKDWDDTPFPQGIELFCQPGGWQLSRERKQPTFFVVVLTDIDSDRHYCSCLTFYEAEINLQGTKKEEIEGEAKVSGLIQPAEVFAPKSLVLVSRLYYPEIFRACLGLIYTVYVDSLNVSLESLIANLCACLVPAAGGSQKLFSLGAGDRQLIQTPLHDSLPITGTSVALLFQQLGIQNVLSLFCAVLTENKVLFHSASFQRLSDACRALESLMFPLKYSYPYIPILPAQLLEVLSSPTPFIIGVHSVFKTDVHELLDVIIADLDGGTI.... Result: 0 (no interaction). (2) The miRNA is hsa-miR-4428 with sequence CAAGGAGACGGGAACAUGGAGC. The protein sequence of the target gene is MCSTNPGKWVTFDDDPAVQSSQKSKNFPLENQGVCRPNGLKLNLPGLREFPSGSSSTSSTPLSSPIVDFYFSPGPPSNSPLSTPTKDFPGFPGIPKAGTHVLYPIPESSSDSPLAISGGESSLLPTRPTCLSHALLPSDHSCTHPTPKVGLPDEVNPQQAESLGFQSDDLPQFQYFREDCAFSSPFWKDEGSDSHFTLDPPGSKKMFSSRNKEMPIDQKSLNKCSLNYICEKLEHLQSAENQDSLRSLSMHCLCAEENASSFVPHTLFRSQPKSGWSFMLRIPEKKNMMSSRQWGPIFLK.... Result: 0 (no interaction). (3) The miRNA is mmu-miR-466f-5p with sequence UACGUGUGUGUGCAUGUGCAUG. The protein sequence of the target gene is MKSSDIDQDLFTDSYCKVCSAQLISESQRVAHYESRKHASKVRLYYMLHPRDGGCPAKRLRAENGSDADMVDKNKCCTLCNMSFTSAVVADSHYQGKIHAKRLKLLLGEKPPLKTTAAPLSSLKAPRVDTAPVVASPYQRRDSDRYCGLCAAWFNNPLMAQQHYEGKKHKKNAARVALLEQLGTSLDLGELRGLRRTYRCTTCSVSLNSIEQYHAHLQGSKHQTNLKNK. Result: 0 (no interaction). (4) The miRNA is mmu-miR-466k with sequence UGUGUGUGUACAUGUACAUGUGA. The protein sequence of the target gene is MAANATTNPSQLLPLELVDKCIGSRIHIVMKSDKEIVGTLLGFDDFVNMVLEDVTEFEITPEGRRITKLDQILLNGNNITMLVPGGEGPEV. Result: 0 (no interaction). (5) The miRNA is hsa-miR-376b-5p with sequence CGUGGAUAUUCCUUCUAUGUUU. The protein sequence of the target gene is MSNEVETSTTNGQPDQQAAPKAPSKKEKKKGSEKTDEYLLARFKGDGVKYKAKLIGIDDVPDARGDKMSQDSMMKLKGMAAAGRSQGQHKQRIWVNISLSGIKIIDEKTGVIEHEHPVNKISFIARDVTDNRAFGYVCGGEGQHQFFAIKTGQQAEPLVVDLKDLFQVIYNVKKKEEDKKKVEEANKAEENGSEALMTLDDQANKLKLGVDQMDLFGDMSTPPDLNSPTESKDILLVDLNSEIDTNQNSLRENPFLTNGVTSCSLPRPKPQASFLPENAFSANLNFFPTPNPDPFRDDPF.... Result: 0 (no interaction).